Task: Predict the product of the given reaction.. Dataset: Forward reaction prediction with 1.9M reactions from USPTO patents (1976-2016) (1) Given the reactants C[O:2][C:3]1[C:4]([N+:18]([O-:20])=[O:19])=[C:5]2[C:9](=[C:10]([N+:14]([O-:16])=[O:15])[C:11]=1[O:12][CH3:13])[C:8](=[O:17])[O:7][CH2:6]2.Cl, predict the reaction product. The product is: [OH:2][C:3]1[C:4]([N+:18]([O-:20])=[O:19])=[C:5]2[C:9](=[C:10]([N+:14]([O-:16])=[O:15])[C:11]=1[O:12][CH3:13])[C:8](=[O:17])[O:7][CH2:6]2. (2) Given the reactants Cl[C:2]1[N:3]([CH2:24][CH:25]2[CH2:27][CH2:26]2)[C:4]2[C:9]([N:10]=1)=[C:8]([N:11]1[CH2:16][CH2:15][O:14][CH2:13][CH2:12]1)[N:7]=[C:6]([C:17]1[CH:18]=[N:19][C:20]([NH2:23])=[N:21][CH:22]=1)[N:5]=2, predict the reaction product. The product is: [NH2:23][C:20]1[N:19]=[CH:18][C:17]([C:6]2[N:5]=[C:4]3[C:9]([N:10]=[C:2]([NH:10][CH2:9][CH2:4][N:3]([CH3:24])[CH3:2])[N:3]3[CH2:24][CH:25]3[CH2:27][CH2:26]3)=[C:8]([N:11]3[CH2:16][CH2:15][O:14][CH2:13][CH2:12]3)[N:7]=2)=[CH:22][N:21]=1.